This data is from Reaction yield outcomes from USPTO patents with 853,638 reactions. The task is: Predict the reaction yield, written as a fraction of the theoretical maximum amount of product (1.0 means a 100% yield; for example, 0.34 means a 34% yield). (1) The reactants are [Br:1][C:2]1[C:3]([N:21]([CH3:26])[S:22]([CH3:25])(=[O:24])=[O:23])=[CH:4][C:5]2[O:9][C:8]([C:10](N(OC)C)=[O:11])=[C:7]([C:16]([NH:18][CH3:19])=[O:17])[C:6]=2[CH:20]=1.CC(C[AlH]CC(C)C)C. The catalyst is C1COCC1. The product is [Br:1][C:2]1[C:3]([N:21]([CH3:26])[S:22]([CH3:25])(=[O:23])=[O:24])=[CH:4][C:5]2[O:9][C:8]([CH:10]=[O:11])=[C:7]([C:16]([NH:18][CH3:19])=[O:17])[C:6]=2[CH:20]=1. The yield is 0.740. (2) The reactants are [CH3:1][N:2]([CH3:29])[CH2:3][CH2:4][NH:5][C:6]([C:8]1[CH:16]=[C:15]2[C:11]([CH:12]=[N:13][N:14]2[CH2:17][CH:18]([CH3:20])[CH3:19])=[CH:10][C:9]=1[O:21][C:22]1[CH:27]=[CH:26][C:25]([F:28])=[CH:24][CH:23]=1)=[O:7].C1C[O:33]CC1. No catalyst specified. The product is [CH3:1][N:2]([CH3:29])[CH2:3][CH2:4][NH2:5].[F:28][C:25]1[CH:26]=[CH:27][C:22]([O:21][C:9]2[CH:10]=[C:11]3[C:15](=[CH:16][C:8]=2[C:6]([OH:7])=[O:33])[N:14]([CH2:17][CH:18]([CH3:19])[CH3:20])[N:13]=[CH:12]3)=[CH:23][CH:24]=1. The yield is 0.300. (3) The reactants are [NH2:1][C@H:2]([C:40]1[CH:45]=[CH:44][CH:43]=[CH:42][CH:41]=1)[CH2:3][N:4]1[C:9](=[O:10])[C:8]2[C:11]3([O:25][CH2:26][C:7]=2[N:6]([CH2:27][C:28]2[C:33]([C:34]([F:37])([F:36])[F:35])=[CH:32][CH:31]=[CH:30][C:29]=2[F:38])[C:5]1=[O:39])[CH2:16][CH2:15][N:14]([CH2:17][C:18]1[CH:23]=[CH:22][CH:21]=[C:20]([Cl:24])[CH:19]=1)[CH2:13][CH2:12]3.C(N(CC)C(C)C)(C)C.[CH2:55]([O:57][C:58](=[O:63])[CH2:59][CH2:60][CH2:61]Br)[CH3:56]. The catalyst is CN(C)C=O.CCCCCC.C(OCC)(=O)C. The product is [Cl:24][C:20]1[CH:19]=[C:18]([CH:23]=[CH:22][CH:21]=1)[CH2:17][N:14]1[CH2:15][CH2:16][C:11]2([C:8]3[C:9](=[O:10])[N:4]([CH2:3][C@H:2]([NH:1][CH2:61][CH2:60][CH2:59][C:58]([O:57][CH2:55][CH3:56])=[O:63])[C:40]4[CH:41]=[CH:42][CH:43]=[CH:44][CH:45]=4)[C:5](=[O:39])[N:6]([CH2:27][C:28]4[C:33]([C:34]([F:37])([F:36])[F:35])=[CH:32][CH:31]=[CH:30][C:29]=4[F:38])[C:7]=3[CH2:26][O:25]2)[CH2:12][CH2:13]1. The yield is 0.640. (4) The reactants are C[C:2]1[CH:10]=[CH:9][C:5]([C:6]([OH:8])=[O:7])=[C:4]([N:11]([S:13]([C:16]2[CH:21]=[CH:20][C:19](F)=[CH:18][CH:17]=2)(=[O:15])=[O:14])[CH3:12])[C:3]=1[CH3:23].[OH:24][CH2:25][CH2:26][CH2:27][NH:28][C:29]([C:31]1[O:32][C:33]2[CH:39]=[CH:38][CH:37]=[CH:36][C:34]=2[CH:35]=1)=[O:30]. No catalyst specified. The product is [O:32]1[C:33]2[CH:39]=[CH:38][CH:37]=[CH:36][C:34]=2[CH:35]=[C:31]1[C:29]([NH:28][CH2:27][CH2:26][CH2:25][O:24][C:19]1[CH:18]=[CH:17][C:16]([S:13]([N:11]([CH3:12])[C:4]2[C:3]([CH3:23])=[CH:2][CH:10]=[CH:9][C:5]=2[C:6]([OH:8])=[O:7])(=[O:15])=[O:14])=[CH:21][CH:20]=1)=[O:30]. The yield is 0.530. (5) The reactants are [F:1][C:2]1[CH:7]=[C:6]([C:8]2[N:12]=[CH:11][N:10](COCC[Si](C)(C)C)[N:9]=2)[CH:5]=[CH:4][C:3]=1[C:21]1[CH:22]=[N:23][N:24]2[CH:29]=[CH:28][C:27]([N:30]3[C@@H:34]([CH:35]([CH3:37])[CH3:36])[CH2:33][O:32][C:31]3=[O:38])=[N:26][C:25]=12.FC1C=C(C2N(COCC[Si](C)(C)C)N=CN=2)C=CC=1C1C=NN2C=CC(N3[C@@H](C(C)C)COC3=O)=NC=12. No catalyst specified. The product is [F:1][C:2]1[CH:7]=[C:6]([C:8]2[N:12]=[CH:11][NH:10][N:9]=2)[CH:5]=[CH:4][C:3]=1[C:21]1[CH:22]=[N:23][N:24]2[CH:29]=[CH:28][C:27]([N:30]3[C@@H:34]([CH:35]([CH3:36])[CH3:37])[CH2:33][O:32][C:31]3=[O:38])=[N:26][C:25]=12. The yield is 0.480. (6) The catalyst is C(O)C.C(Cl)(Cl)Cl.C(O)(=O)C. The product is [CH2:1]([O:3][C:4]([C:5]1[CH:6]=[C:7]([C:9]2[CH:14]=[CH:13][C:12]([CH3:15])=[CH:11][N:10]=2)[N:18]([C:20]2[CH:25]=[N:24][C:23]([CH3:26])=[CH:22][CH:21]=2)[N:19]=1)=[O:17])[CH3:2]. The yield is 0.330. The reactants are [CH2:1]([O:3][C:4](=[O:17])[C:5](=O)[CH2:6][C:7]([C:9]1[CH:14]=[CH:13][C:12]([CH3:15])=[CH:11][N:10]=1)=O)[CH3:2].[NH:18]([C:20]1[CH:21]=[CH:22][C:23]([CH3:26])=[N:24][CH:25]=1)[NH2:19].Cl.C(=O)([O-])O.[Na+].